Dataset: Forward reaction prediction with 1.9M reactions from USPTO patents (1976-2016). Task: Predict the product of the given reaction. (1) Given the reactants [F:1][C:2]([F:13])([F:12])[O:3][C:4]1[CH:11]=[CH:10][C:7]([CH:8]=O)=[CH:6][CH:5]=1.[NH2:14][C:15]1[N:16]=[N:17][C:18]([CH3:21])=[CH:19][CH:20]=1.C([O:24][C:25](=O)[C:26]([OH:36])=[CH:27][C:28]([C:30]1[S:31][C:32]([CH3:35])=[CH:33][N:34]=1)=[O:29])C, predict the reaction product. The product is: [OH:36][C:26]1[C:25](=[O:24])[N:14]([C:15]2[N:16]=[N:17][C:18]([CH3:21])=[CH:19][CH:20]=2)[CH:8]([C:7]2[CH:10]=[CH:11][C:4]([O:3][C:2]([F:13])([F:12])[F:1])=[CH:5][CH:6]=2)[C:27]=1[C:28]([C:30]1[S:31][C:32]([CH3:35])=[CH:33][N:34]=1)=[O:29]. (2) Given the reactants [CH3:1][NH:2][C:3]([C:5]1[CH:10]=[CH:9][C:8]([CH2:11][CH2:12][C:13]([OH:15])=O)=[CH:7][CH:6]=1)=[O:4].[NH2:16][CH2:17][C:18]([N:20]([C:22]1[CH:27]=[CH:26][C:25]([Cl:28])=[C:24]([CH2:29][O:30][C:31]2[CH:32]=[CH:33][CH:34]=[C:35]3[C:40]=2[N:39]=[C:38]([CH3:41])[CH:37]=[C:36]3[O:42][CH2:43][C:44]2[CH:49]=[CH:48][CH:47]=[CH:46][N:45]=2)[C:23]=1[Cl:50])[CH3:21])=[O:19].ClC1C(COC2C3N=C(OC)N(CC4C=CC=CN=4)C=3C=CC=2)=C(Cl)C=CC=1N(C)C(=O)CNC(=O)CCC1C=CC(C(NCCOC)=O)=CC=1, predict the reaction product. The product is: [Cl:50][C:23]1[C:24]([CH2:29][O:30][C:31]2[CH:32]=[CH:33][CH:34]=[C:35]3[C:40]=2[N:39]=[C:38]([CH3:41])[CH:37]=[C:36]3[O:42][CH2:43][C:44]2[CH:49]=[CH:48][CH:47]=[CH:46][N:45]=2)=[C:25]([Cl:28])[CH:26]=[CH:27][C:22]=1[N:20]([CH3:21])[C:18](=[O:19])[CH2:17][NH:16][C:13](=[O:15])[CH2:12][CH2:11][C:8]1[CH:7]=[CH:6][C:5]([C:3]([NH:2][CH3:1])=[O:4])=[CH:10][CH:9]=1.